Dataset: Reaction yield outcomes from USPTO patents with 853,638 reactions. Task: Predict the reaction yield, written as a fraction of the theoretical maximum amount of product (1.0 means a 100% yield; for example, 0.34 means a 34% yield). (1) The reactants are [N+:1]([C:4]1[CH:5]=[C:6]2[C:11](=[O:12])[O:10][C:8](=O)[C:7]2=[CH:13][CH:14]=1)([O-:3])=[O:2].[NH2:15][C:16]1[CH:24]=[CH:23][C:19]([C:20]([OH:22])=[O:21])=[CH:18][CH:17]=1. No catalyst specified. The product is [N+:1]([C:4]1[CH:5]=[C:6]2[C:11](=[O:12])[N:15]([C:16]3[CH:24]=[CH:23][C:19]([C:20]([OH:22])=[O:21])=[CH:18][CH:17]=3)[C:8](=[O:10])[C:7]2=[CH:13][CH:14]=1)([O-:3])=[O:2]. The yield is 0.810. (2) The reactants are [F:1][C:2]([F:42])([F:41])[C:3]1[CH:8]=[CH:7][C:6]([N:9]2[CH2:14][CH2:13][CH:12]([O:15][C:16]3[CH:40]=[CH:39][C:19]4[N:20]=[C:21]([C:23]([NH:25][CH:26]5[CH2:31][CH2:30][N:29](C(OC(C)(C)C)=O)[CH2:28][CH2:27]5)=[O:24])[S:22][C:18]=4[CH:17]=3)[CH2:11][CH2:10]2)=[CH:5][CH:4]=1.Cl. The catalyst is O1CCOCC1. The product is [NH:29]1[CH2:30][CH2:31][CH:26]([NH:25][C:23]([C:21]2[S:22][C:18]3[CH:17]=[C:16]([O:15][CH:12]4[CH2:11][CH2:10][N:9]([C:6]5[CH:5]=[CH:4][C:3]([C:2]([F:42])([F:1])[F:41])=[CH:8][CH:7]=5)[CH2:14][CH2:13]4)[CH:40]=[CH:39][C:19]=3[N:20]=2)=[O:24])[CH2:27][CH2:28]1. The yield is 0.990. (3) The reactants are [OH-].[K+].[OH:3][C:4]1[CH:19]=[CH:18][C:7]([C:8]([NH:10][CH:11]([CH2:15][CH2:16][CH3:17])[CH2:12][CH2:13][CH3:14])=[O:9])=[CH:6][C:5]=1[CH3:20].Cl[CH:22]([OH:24])[CH3:23].[CH2:25](O)C. No catalyst specified. The product is [CH3:17][CH2:16][CH2:15][CH:11]([NH:10][C:8](=[O:9])[C:7]1[CH:18]=[CH:19][C:4]([O:3][CH2:23][CH2:22][O:24][CH3:25])=[C:5]([CH3:20])[CH:6]=1)[CH2:12][CH2:13][CH3:14]. The yield is 0.390. (4) The reactants are [F:1][C:2]1[CH:3]=[C:4]([C@H:10]2[CH2:14][CH2:13][CH2:12][N:11]2[C:15]2[CH:20]=[CH:19][N:18]3[N:21]=[CH:22][C:23]([C:24]([OH:26])=O)=[C:17]3[N:16]=2)[C:5]([O:8][CH3:9])=[N:6][CH:7]=1.CN(C(ON1N=NC2C=CC=NC1=2)=[N+](C)C)C.F[P-](F)(F)(F)(F)F.Cl.[NH:52]1[CH2:55][CH:54]([OH:56])[CH2:53]1.CCN(C(C)C)C(C)C. The catalyst is CN(C=O)C. The product is [F:1][C:2]1[CH:3]=[C:4]([C@H:10]2[CH2:14][CH2:13][CH2:12][N:11]2[C:15]2[CH:20]=[CH:19][N:18]3[N:21]=[CH:22][C:23]([C:24]([N:52]4[CH2:55][CH:54]([OH:56])[CH2:53]4)=[O:26])=[C:17]3[N:16]=2)[C:5]([O:8][CH3:9])=[N:6][CH:7]=1. The yield is 0.750.